This data is from Catalyst prediction with 721,799 reactions and 888 catalyst types from USPTO. The task is: Predict which catalyst facilitates the given reaction. Reactant: [NH:1]1[C:5]2[CH:6]=[CH:7][CH:8]=[CH:9][C:4]=2[N:3]=[N:2]1.I[CH2:11][CH:12]([CH3:14])[CH3:13].C(=O)([O-])[O-].[K+].[K+]. Product: [CH2:11]([N:2]1[N:3]=[C:4]2[CH:9]=[CH:8][CH:7]=[CH:6][C:5]2=[N:1]1)[CH:12]([CH3:14])[CH3:13]. The catalyst class is: 9.